Dataset: Full USPTO retrosynthesis dataset with 1.9M reactions from patents (1976-2016). Task: Predict the reactants needed to synthesize the given product. (1) The reactants are: C(O)(=O)C.C(O)(=O)C.I(C1C=CC=CC=1)=O.[CH3:17][S:18][C:19]1[CH:24]=[CH:23][C:22]([N+:25]([O-:27])=[O:26])=[CH:21][CH:20]=1.Cl[C:29]1[CH:30]=[C:31]([S:35]([NH2:38])(=[O:37])=[O:36])[CH:32]=[N:33][CH:34]=1.[O-2].[Mg+2].[Cl:41]CCl. Given the product [CH3:17][S:18]([C:19]1[CH:20]=[CH:21][C:22]([N+:25]([O-:27])=[O:26])=[CH:23][CH:24]=1)=[N:38][S:35]([C:31]1[CH:32]=[N:33][CH:34]=[CH:29][C:30]=1[Cl:41])(=[O:37])=[O:36], predict the reactants needed to synthesize it. (2) Given the product [Br:9][C:5]1[CH:6]=[C:7]([CH3:8])[C:2]2[N:1]=[C:11]([CH3:12])[O:10][C:3]=2[CH:4]=1, predict the reactants needed to synthesize it. The reactants are: [NH2:1][C:2]1[C:7]([CH3:8])=[CH:6][C:5]([Br:9])=[CH:4][C:3]=1[OH:10].[CH2:11](N(CC)CC)[CH3:12].C1(C)C=CC(S([O-])(=O)=O)=CC=1.[NH+]1C=CC=CC=1.C(Cl)(=O)C. (3) The reactants are: Cl[C:2]1[CH:11]=[C:10]([O:12][CH3:13])[C:9]2[C:4](=[CH:5][CH:6]=[C:7]([CH3:14])[CH:8]=2)[N:3]=1.[NH2:15][C@H:16]1[C@H:20]([OH:21])[CH2:19][N:18]([C:22](=[O:35])[CH2:23][C:24]2[CH:29]=[CH:28][C:27]([O:30][C:31]([F:34])([F:33])[F:32])=[CH:26][CH:25]=2)[CH2:17]1.O1CCOCC1.CC(C)([O-])C.[Na+]. Given the product [OH:21][C@H:20]1[C@H:16]([NH:15][C:2]2[CH:11]=[C:10]([O:12][CH3:13])[C:9]3[C:4](=[CH:5][CH:6]=[C:7]([CH3:14])[CH:8]=3)[N:3]=2)[CH2:17][N:18]([C:22](=[O:35])[CH2:23][C:24]2[CH:25]=[CH:26][C:27]([O:30][C:31]([F:32])([F:33])[F:34])=[CH:28][CH:29]=2)[CH2:19]1, predict the reactants needed to synthesize it. (4) Given the product [Cl:1][C:2]1[N:7]=[CH:6][C:5]([CH2:8][C:9]2[CH:10]=[C:11]3[C:16](=[C:17]4[CH:22]=[CH:21][CH:20]=[CH:19][C:18]=24)[N:15]=[CH:14][N:13]([CH:23]2[CH2:28][CH2:27][NH:26][CH2:25][CH2:24]2)[C:12]3=[O:39])=[CH:4][CH:3]=1, predict the reactants needed to synthesize it. The reactants are: [Cl:1][C:2]1[N:7]=[CH:6][C:5]([CH2:8][C:9]2[CH:10]=[C:11]3[C:16](=[C:17]4[CH:22]=[CH:21][CH:20]=[CH:19][C:18]=24)[N:15]=[CH:14][N:13]([CH:23]2[CH2:28][CH2:27][N:26](C(OCC4C=CC=CC=4)=O)[CH2:25][CH2:24]2)[C:12]3=[O:39])=[CH:4][CH:3]=1. (5) Given the product [Br:1][C:2]1[C:3]([F:10])=[CH:4][C:5]([CH:19]=[O:20])=[C:6]([CH3:8])[CH:7]=1, predict the reactants needed to synthesize it. The reactants are: [Br:1][C:2]1[C:3]([F:10])=[CH:4][C:5](I)=[C:6]([CH3:8])[CH:7]=1.[Li]CCCC.CN([CH:19]=[O:20])C.Cl. (6) Given the product [CH3:11][C:4]1[CH:3]=[C:2]([O:1][CH2:15][CH2:16][N:17]2[CH2:22][CH2:21][O:20][CH2:19][CH2:18]2)[CH:7]=[CH:6][C:5]=1[C:8](=[O:10])[CH3:9], predict the reactants needed to synthesize it. The reactants are: [OH:1][C:2]1[CH:7]=[CH:6][C:5]([C:8](=[O:10])[CH3:9])=[C:4]([CH3:11])[CH:3]=1.[I-].[Na+].Cl[CH2:15][CH2:16][N:17]1[CH2:22][CH2:21][O:20][CH2:19][CH2:18]1.Cl.C(=O)([O-])[O-].[K+].[K+]. (7) Given the product [CH3:1][O:2][C:3]([C:5]1[C:6]2[C:20]([CH3:21])=[N:19][N:18]([CH:23]3[CH2:24][CH2:25][CH2:26][CH2:27][O:22]3)[C:7]=2[N:8]=[C:9]([C:11]2[CH:12]=[CH:13][C:14]([OH:17])=[CH:15][CH:16]=2)[CH:10]=1)=[O:4], predict the reactants needed to synthesize it. The reactants are: [CH3:1][O:2][C:3]([C:5]1[C:6]2[C:20]([CH3:21])=[N:19][NH:18][C:7]=2[N:8]=[C:9]([C:11]2[CH:16]=[CH:15][C:14]([OH:17])=[CH:13][CH:12]=2)[CH:10]=1)=[O:4].[O:22]1[CH:27]=[CH:26][CH2:25][CH2:24][CH2:23]1.O.C1(C)C=CC(S(O)(=O)=O)=CC=1.O. (8) Given the product [NH2:4][C:5]1[N:6]([CH3:13])[CH:7]=[N:8][C:9]=1[C:10]([NH2:12])=[O:11], predict the reactants needed to synthesize it. The reactants are: [OH-].[K+].Cl.[NH2:4][C:5]1[N:6]=[CH:7][NH:8][C:9]=1[C:10]([NH2:12])=[O:11].[CH3:13]I. (9) Given the product [C:3]1([CH2:9][O:10][C:11]2[CH:16]=[CH:15][C:14]([C:22]3[CH:27]=[CH:26][N:25]=[CH:24][CH:23]=3)=[CH:13][CH:12]=2)[CH:8]=[CH:7][CH:6]=[CH:5][CH:4]=1, predict the reactants needed to synthesize it. The reactants are: N#N.[C:3]1([CH2:9][O:10][C:11]2[CH:16]=[CH:15][C:14](B(O)O)=[CH:13][CH:12]=2)[CH:8]=[CH:7][CH:6]=[CH:5][CH:4]=1.Br.Br[C:22]1[CH:27]=[CH:26][N:25]=[CH:24][CH:23]=1.C([O-])([O-])=O.[Na+].[Na+]. (10) Given the product [ClH:10].[ClH:10].[CH2:12]([N:14]1[CH2:19][CH2:18][N:17]([C:20]2[C:29]3[C:24](=[CH:25][CH:26]=[CH:27][CH:28]=3)[CH:23]=[C:22]([C:30]3[CH:35]=[CH:34][C:33]([S:36]([CH2:39][CH2:40][CH2:41][F:7])(=[O:38])=[O:37])=[CH:32][CH:31]=3)[N:21]=2)[CH2:16][CH2:15]1)[CH3:13], predict the reactants needed to synthesize it. The reactants are: C(N(S(F)(F)[F:7])CC)C.[ClH:10].Cl.[CH2:12]([N:14]1[CH2:19][CH2:18][N:17]([C:20]2[C:29]3[C:24](=[CH:25][CH:26]=[CH:27][CH:28]=3)[CH:23]=[C:22]([C:30]3[CH:35]=[CH:34][C:33]([S:36]([CH2:39][CH2:40][CH2:41]O)(=[O:38])=[O:37])=[CH:32][CH:31]=3)[N:21]=2)[CH2:16][CH2:15]1)[CH3:13].C(=O)([O-])[O-].[Na+].[Na+].